From a dataset of Reaction yield outcomes from USPTO patents with 853,638 reactions. Predict the reaction yield, written as a fraction of the theoretical maximum amount of product (1.0 means a 100% yield; for example, 0.34 means a 34% yield). (1) The reactants are [CH2:1]([S:3]([C:6]1[CH:11]=[CH:10][C:9](B2OC(C)(C)C(C)(C)O2)=[C:8]([F:21])[CH:7]=1)(=[O:5])=[O:4])[CH3:2].[Cl:22][C:23]1[CH:28]=[CH:27][C:26]([F:29])=[C:25](I)[CH:24]=1.C(=O)([O-])[O-].[Na+].[Na+]. The catalyst is O1CCOCC1.O.C1C=CC([P]([Pd]([P](C2C=CC=CC=2)(C2C=CC=CC=2)C2C=CC=CC=2)([P](C2C=CC=CC=2)(C2C=CC=CC=2)C2C=CC=CC=2)[P](C2C=CC=CC=2)(C2C=CC=CC=2)C2C=CC=CC=2)(C2C=CC=CC=2)C2C=CC=CC=2)=CC=1. The product is [Cl:22][C:23]1[CH:24]=[CH:25][C:26]([F:29])=[C:27]([C:9]2[CH:10]=[CH:11][C:6]([S:3]([CH2:1][CH3:2])(=[O:4])=[O:5])=[CH:7][C:8]=2[F:21])[CH:28]=1. The yield is 0.280. (2) The reactants are [NH:1]1[CH2:4][CH:3]([C:5]([OH:7])=[O:6])[CH2:2]1.C([O-])([O-])=O.[Na+].[Na+].[CH3:14][N:15]([CH3:28])[C:16]([C:18]1[CH:19]=[C:20]([S:24](Cl)(=[O:26])=[O:25])[CH:21]=[CH:22][CH:23]=1)=[O:17]. The catalyst is C1COCC1. The product is [CH3:14][N:15]([CH3:28])[C:16]([C:18]1[CH:19]=[C:20]([S:24]([N:1]2[CH2:4][CH:3]([C:5]([OH:7])=[O:6])[CH2:2]2)(=[O:26])=[O:25])[CH:21]=[CH:22][CH:23]=1)=[O:17]. The yield is 0.830. (3) The reactants are [C:1]([C:5]1[O:9][N:8]=[C:7]([NH:10][C:11]([NH:13][C:14]2[CH:19]=[CH:18][CH:17]=[C:16]([SH:20])[CH:15]=2)=[O:12])[CH:6]=1)([CH3:4])([CH3:3])[CH3:2].[H-].[Na+].Cl[C:24]1[C:33]2[C:28](=[CH:29][C:30]([O:36][CH2:37][CH2:38][Cl:39])=[C:31]([O:34][CH3:35])[CH:32]=2)[N:27]=[CH:26][N:25]=1. The catalyst is C1COCC1.CN(C=O)C.C(OCC)(=O)C. The product is [C:1]([C:5]1[O:9][N:8]=[C:7]([NH:10][C:11]([NH:13][C:14]2[CH:19]=[CH:18][CH:17]=[C:16]([S:20][C:24]3[C:33]4[C:28](=[CH:29][C:30]([O:36][CH2:37][CH2:38][Cl:39])=[C:31]([O:34][CH3:35])[CH:32]=4)[N:27]=[CH:26][N:25]=3)[CH:15]=2)=[O:12])[CH:6]=1)([CH3:4])([CH3:2])[CH3:3]. The yield is 0.950.